The task is: Predict the reactants needed to synthesize the given product.. This data is from Full USPTO retrosynthesis dataset with 1.9M reactions from patents (1976-2016). (1) Given the product [Br:7][C:8]1[CH:13]=[CH:12][C:11]([C:14]2([C:17]([OH:5])=[O:1])[CH2:16][CH2:15]2)=[CH:10][CH:9]=1, predict the reactants needed to synthesize it. The reactants are: [OH-:1].[K+].C(O)C[OH:5].[Br:7][C:8]1[CH:13]=[CH:12][C:11]([C:14]2([C:17]#N)[CH2:16][CH2:15]2)=[CH:10][CH:9]=1. (2) Given the product [O:32]=[C:26]([N:13]1[CH2:12][CH2:11][CH:10]([C:5]2[CH:6]=[CH:7][CH:8]=[CH:9][C:4]=2[C:3]([F:2])([F:16])[F:17])[CH2:15][CH2:14]1)[C:27]([O:29][CH2:30][CH3:31])=[O:28], predict the reactants needed to synthesize it. The reactants are: Cl.[F:2][C:3]([F:17])([F:16])[C:4]1[CH:9]=[CH:8][CH:7]=[CH:6][C:5]=1[CH:10]1[CH2:15][CH2:14][NH:13][CH2:12][CH2:11]1.CCN(CC)CC.Cl[C:26](=[O:32])[C:27]([O:29][CH2:30][CH3:31])=[O:28]. (3) The reactants are: CS(O[CH2:6][CH2:7]/[CH:8]=[CH:9]/[C:10]1[CH:15]=[CH:14][C:13]([CH2:16][C:17]2[C:18]([O:25][C@@H:26]3[O:43][C@H:42]([CH2:44][O:45][C:46](=[O:48])[CH3:47])[C@@H:37]([O:38][C:39](=[O:41])[CH3:40])[C@H:32]([O:33][C:34](=[O:36])[CH3:35])[C@H:27]3[O:28][C:29](=[O:31])[CH3:30])=[N:19][NH:20][C:21]=2[CH:22]([CH3:24])[CH3:23])=[C:12]([CH3:49])[CH:11]=1)(=O)=O.Cl.[CH2:51]1[C:56]2([CH2:61][CH2:60][N:59]([C:62]([O:64][C:65]([CH3:68])([CH3:67])[CH3:66])=[O:63])[CH2:58][CH2:57]2)[CH2:55][CH2:54][CH2:53][NH:52]1.C(N(C(C)C)CC)(C)C. Given the product [CH3:49][C:12]1[CH:11]=[C:10](/[CH:9]=[CH:8]/[CH2:7][CH2:6][N:52]2[CH2:53][CH2:54][CH2:55][C:56]3([CH2:57][CH2:58][N:59]([C:62]([O:64][C:65]([CH3:68])([CH3:67])[CH3:66])=[O:63])[CH2:60][CH2:61]3)[CH2:51]2)[CH:15]=[CH:14][C:13]=1[CH2:16][C:17]1[C:18]([O:25][C@@H:26]2[O:43][C@H:42]([CH2:44][O:45][C:46](=[O:48])[CH3:47])[C@@H:37]([O:38][C:39](=[O:41])[CH3:40])[C@H:32]([O:33][C:34](=[O:36])[CH3:35])[C@H:27]2[O:28][C:29](=[O:31])[CH3:30])=[N:19][NH:20][C:21]=1[CH:22]([CH3:24])[CH3:23], predict the reactants needed to synthesize it. (4) The reactants are: [F:1][C:2]1[CH:7]=[CH:6][CH:5]=[CH:4][C:3]=1[N:8]1[C:12]([C:13]2[S:14][C:15]([C:18]3[CH:23]=[CH:22][CH:21]=[C:20]([S:24]([CH3:27])(=[O:26])=[O:25])[CH:19]=3)=[CH:16][CH:17]=2)=[CH:11][C:10]([C:28]([OH:31])([CH3:30])[CH3:29])=[N:9]1.[Cl:32]N1C(=O)CCC1=O. Given the product [Cl:32][C:11]1[C:10]([C:28]([OH:31])([CH3:29])[CH3:30])=[N:9][N:8]([C:3]2[CH:4]=[CH:5][CH:6]=[CH:7][C:2]=2[F:1])[C:12]=1[C:13]1[S:14][C:15]([C:18]2[CH:23]=[CH:22][CH:21]=[C:20]([S:24]([CH3:27])(=[O:25])=[O:26])[CH:19]=2)=[CH:16][CH:17]=1, predict the reactants needed to synthesize it. (5) Given the product [Br:8][C:9]1[CH:25]=[CH:24][C:12]([CH2:13][C:14]2[C:19]([OH:20])=[CH:18][CH:17]=[CH:16][N:15]=2)=[C:11]([F:26])[CH:10]=1, predict the reactants needed to synthesize it. The reactants are: FC(F)(F)C(O)=O.[Br:8][C:9]1[CH:25]=[CH:24][C:12]([CH2:13][C:14]2[C:19]([O:20]COC)=[CH:18][CH:17]=[CH:16][N:15]=2)=[C:11]([F:26])[CH:10]=1.C(=O)([O-])O.[Na+].C(OCC)(=O)C.